Dataset: HIV replication inhibition screening data with 41,000+ compounds from the AIDS Antiviral Screen. Task: Binary Classification. Given a drug SMILES string, predict its activity (active/inactive) in a high-throughput screening assay against a specified biological target. The compound is Clc1c(Cl)c(Cl)c2nn(C3CCCO3)nc2c1Cl. The result is 0 (inactive).